Dataset: Reaction yield outcomes from USPTO patents with 853,638 reactions. Task: Predict the reaction yield, written as a fraction of the theoretical maximum amount of product (1.0 means a 100% yield; for example, 0.34 means a 34% yield). (1) The reactants are [CH2:1]([O:8][C:9]1[CH:10]=[CH:11][C:12]([O:18][CH3:19])=[C:13]([CH:17]=1)[NH:14][CH2:15][CH3:16])[C:2]1[CH:7]=[CH:6][CH:5]=[CH:4][CH:3]=1.CCN([CH:26]([CH3:28])C)C(C)C.C(OC(=O)C)(=[O:31])C. The catalyst is C(Cl)(Cl)Cl. The product is [CH2:1]([O:8][C:9]1[CH:10]=[CH:11][C:12]([O:18][CH3:19])=[C:13]([N:14]([CH2:26][CH3:28])[C:15](=[O:31])[CH3:16])[CH:17]=1)[C:2]1[CH:3]=[CH:4][CH:5]=[CH:6][CH:7]=1. The yield is 0.880. (2) The reactants are C(N(CC)CC)C.Cl[C:9]([O:11][CH2:12][C:13]1[CH:18]=[CH:17][CH:16]=[CH:15][CH:14]=1)=[O:10].[CH2:19]([O:26][C:27]1[CH:67]=[CH:66][C:30]([CH2:31][CH2:32][NH:33][CH2:34][CH2:35][N:36]([CH:60]2[CH2:65][CH2:64][CH2:63][CH2:62][CH2:61]2)[C:37](=[O:59])[CH2:38][CH2:39][N:40]([CH2:51][CH2:52][C:53]2[CH:58]=[CH:57][CH:56]=[CH:55][CH:54]=2)[C:41](=[O:50])[O:42][CH2:43][C:44]2[CH:49]=[CH:48][CH:47]=[CH:46][CH:45]=2)=[CH:29][C:28]=1[N+:68]([O-:70])=[O:69])[C:20]1[CH:25]=[CH:24][CH:23]=[CH:22][CH:21]=1. The yield is 0.511. The catalyst is ClCCl. The product is [CH2:19]([O:26][C:27]1[CH:67]=[CH:66][C:30]([CH2:31][CH2:32][N:33]([CH2:34][CH2:35][N:36]([CH:60]2[CH2:65][CH2:64][CH2:63][CH2:62][CH2:61]2)[C:37](=[O:59])[CH2:38][CH2:39][N:40]([C:41]([O:42][CH2:43][C:44]2[CH:49]=[CH:48][CH:47]=[CH:46][CH:45]=2)=[O:50])[CH2:51][CH2:52][C:53]2[CH:54]=[CH:55][CH:56]=[CH:57][CH:58]=2)[C:9](=[O:10])[O:11][CH2:12][C:13]2[CH:18]=[CH:17][CH:16]=[CH:15][CH:14]=2)=[CH:29][C:28]=1[N+:68]([O-:70])=[O:69])[C:20]1[CH:25]=[CH:24][CH:23]=[CH:22][CH:21]=1. (3) The reactants are [C:1]1([NH:7][C:8]2[CH:16]=[CH:15][CH:14]=[CH:13][C:9]=2[C:10]([OH:12])=O)[CH:6]=[CH:5][CH:4]=[CH:3][CH:2]=1.[F:17][C:18]([F:39])([F:38])[O:19][C:20]1[CH:25]=[CH:24][C:23]([N:26]2[CH:30]=[N:29][C:28]([C:31]3[CH:37]=[CH:36][C:34]([NH2:35])=[CH:33][CH:32]=3)=[N:27]2)=[CH:22][CH:21]=1.C(N(CC)C(C)C)(C)C.CN([P+](ON1N=NC2C1=CC=CC=2)(N(C)C)N(C)C)C.F[P-](F)(F)(F)(F)F. The catalyst is O1CCCC1. The product is [C:1]1([NH:7][C:8]2[CH:16]=[CH:15][CH:14]=[CH:13][C:9]=2[C:10]([NH:35][C:34]2[CH:36]=[CH:37][C:31]([C:28]3[N:29]=[CH:30][N:26]([C:23]4[CH:24]=[CH:25][C:20]([O:19][C:18]([F:17])([F:39])[F:38])=[CH:21][CH:22]=4)[N:27]=3)=[CH:32][CH:33]=2)=[O:12])[CH:2]=[CH:3][CH:4]=[CH:5][CH:6]=1. The yield is 0.300.